This data is from Forward reaction prediction with 1.9M reactions from USPTO patents (1976-2016). The task is: Predict the product of the given reaction. (1) Given the reactants [BH4-].[Na+].[Br:3][C:4]1[CH:9]=[CH:8][C:7]([NH:10][C:11]2[C:12](=[CH:16][CH:17]=[CH:18][C:19]=2[N+:20]([O-])=O)[C:13]([OH:15])=[O:14])=[CH:6][CH:5]=1, predict the reaction product. The product is: [Br:3][C:4]1[CH:9]=[C:8]2[C:7](=[CH:6][CH:5]=1)[N:10]=[C:11]1[C:19]([CH:18]=[CH:17][CH:16]=[C:12]1[C:13]([OH:15])=[O:14])=[N:20]2. (2) Given the reactants I[C:2]1[CH:8]=[C:7]([C:9]([F:12])([F:11])[F:10])[CH:6]=[CH:5][C:3]=1[NH2:4].[CH2:13]([Si:15]([CH2:23][CH3:24])([CH2:21][CH3:22])[C:16]#[C:17][CH2:18][CH2:19][OH:20])[CH3:14].[Cl-].[Li+].C(=O)([O-])[O-].[Na+].[Na+], predict the reaction product. The product is: [CH2:23]([Si:15]([CH2:13][CH3:14])([CH2:21][CH3:22])[C:16]1[NH:4][C:3]2[C:2]([C:17]=1[CH2:18][CH2:19][OH:20])=[CH:8][C:7]([C:9]([F:12])([F:11])[F:10])=[CH:6][CH:5]=2)[CH3:24].